From a dataset of NCI-60 drug combinations with 297,098 pairs across 59 cell lines. Regression. Given two drug SMILES strings and cell line genomic features, predict the synergy score measuring deviation from expected non-interaction effect. (1) Drug 1: CC1=C(C=C(C=C1)NC2=NC=CC(=N2)N(C)C3=CC4=NN(C(=C4C=C3)C)C)S(=O)(=O)N.Cl. Drug 2: CNC(=O)C1=CC=CC=C1SC2=CC3=C(C=C2)C(=NN3)C=CC4=CC=CC=N4. Cell line: MOLT-4. Synergy scores: CSS=17.2, Synergy_ZIP=-6.30, Synergy_Bliss=-0.600, Synergy_Loewe=-1.04, Synergy_HSA=1.03. (2) Drug 1: CS(=O)(=O)C1=CC(=C(C=C1)C(=O)NC2=CC(=C(C=C2)Cl)C3=CC=CC=N3)Cl. Drug 2: C1=CN(C=N1)CC(O)(P(=O)(O)O)P(=O)(O)O. Cell line: TK-10. Synergy scores: CSS=13.8, Synergy_ZIP=-0.643, Synergy_Bliss=7.10, Synergy_Loewe=-4.20, Synergy_HSA=7.69. (3) Synergy scores: CSS=15.5, Synergy_ZIP=-1.33, Synergy_Bliss=1.51, Synergy_Loewe=0.979, Synergy_HSA=0.631. Drug 2: C1CN(CCN1C(=O)CCBr)C(=O)CCBr. Cell line: DU-145. Drug 1: CCN(CC)CCNC(=O)C1=C(NC(=C1C)C=C2C3=C(C=CC(=C3)F)NC2=O)C.